This data is from NCI-60 drug combinations with 297,098 pairs across 59 cell lines. The task is: Regression. Given two drug SMILES strings and cell line genomic features, predict the synergy score measuring deviation from expected non-interaction effect. (1) Drug 1: CCC1=C2CN3C(=CC4=C(C3=O)COC(=O)C4(CC)O)C2=NC5=C1C=C(C=C5)O. Drug 2: CC12CCC3C(C1CCC2OP(=O)(O)O)CCC4=C3C=CC(=C4)OC(=O)N(CCCl)CCCl.[Na+]. Cell line: DU-145. Synergy scores: CSS=47.5, Synergy_ZIP=0.954, Synergy_Bliss=-2.07, Synergy_Loewe=-13.4, Synergy_HSA=-0.793. (2) Drug 1: CCC1(CC2CC(C3=C(CCN(C2)C1)C4=CC=CC=C4N3)(C5=C(C=C6C(=C5)C78CCN9C7C(C=CC9)(C(C(C8N6C=O)(C(=O)OC)O)OC(=O)C)CC)OC)C(=O)OC)O.OS(=O)(=O)O. Drug 2: CC1=C2C(C(=O)C3(C(CC4C(C3C(C(C2(C)C)(CC1OC(=O)C(C(C5=CC=CC=C5)NC(=O)OC(C)(C)C)O)O)OC(=O)C6=CC=CC=C6)(CO4)OC(=O)C)O)C)O. Cell line: M14. Synergy scores: CSS=19.8, Synergy_ZIP=-1.93, Synergy_Bliss=6.55, Synergy_Loewe=-1.52, Synergy_HSA=5.06. (3) Drug 1: C1C(C(OC1N2C=C(C(=O)NC2=O)F)CO)O. Drug 2: C1CC(C1)(C(=O)O)C(=O)O.[NH2-].[NH2-].[Pt+2]. Cell line: HS 578T. Synergy scores: CSS=20.3, Synergy_ZIP=-15.5, Synergy_Bliss=-11.4, Synergy_Loewe=-8.22, Synergy_HSA=-7.25. (4) Drug 1: CCN(CC)CCNC(=O)C1=C(NC(=C1C)C=C2C3=C(C=CC(=C3)F)NC2=O)C. Drug 2: CC1C(C(CC(O1)OC2CC(CC3=C2C(=C4C(=C3O)C(=O)C5=C(C4=O)C(=CC=C5)OC)O)(C(=O)CO)O)N)O.Cl. Cell line: HT29. Synergy scores: CSS=26.7, Synergy_ZIP=-2.88, Synergy_Bliss=-0.976, Synergy_Loewe=-9.85, Synergy_HSA=-0.347. (5) Drug 1: C1=CC(=C2C(=C1NCCNCCO)C(=O)C3=C(C=CC(=C3C2=O)O)O)NCCNCCO. Drug 2: C1CC(=O)NC(=O)C1N2C(=O)C3=CC=CC=C3C2=O. Cell line: KM12. Synergy scores: CSS=31.1, Synergy_ZIP=9.09, Synergy_Bliss=9.78, Synergy_Loewe=-15.8, Synergy_HSA=3.17. (6) Drug 1: CCCS(=O)(=O)NC1=C(C(=C(C=C1)F)C(=O)C2=CNC3=C2C=C(C=N3)C4=CC=C(C=C4)Cl)F. Drug 2: CC1CCC2CC(C(=CC=CC=CC(CC(C(=O)C(C(C(=CC(C(=O)CC(OC(=O)C3CCCCN3C(=O)C(=O)C1(O2)O)C(C)CC4CCC(C(C4)OC)O)C)C)O)OC)C)C)C)OC. Cell line: MOLT-4. Synergy scores: CSS=41.9, Synergy_ZIP=6.45, Synergy_Bliss=9.32, Synergy_Loewe=-20.6, Synergy_HSA=7.61.